Dataset: Forward reaction prediction with 1.9M reactions from USPTO patents (1976-2016). Task: Predict the product of the given reaction. (1) Given the reactants [N+:1]([C:4]1[CH:5]=[N:6][NH:7][CH:8]=1)([O-:3])=[O:2].Br[CH2:10][CH2:11][C:12]1[C:20]2[C:15](=[CH:16][CH:17]=[C:18]([O:21][CH3:22])[CH:19]=2)[NH:14][CH:13]=1.C([O-])([O-])=O.[Cs+].[Cs+].CC#N, predict the reaction product. The product is: [CH3:22][O:21][C:18]1[CH:19]=[C:20]2[C:15](=[CH:16][CH:17]=1)[NH:14][CH:13]=[C:12]2[CH2:11][CH2:10][N:6]1[CH:5]=[C:4]([N+:1]([O-:3])=[O:2])[CH:8]=[N:7]1. (2) Given the reactants [C:1](=O)([O-])[O-].[K+].[K+].CB1OB(C)OB(C)O1.[CH3:16][O:17][C:18]1[C:35]([O:36][CH3:37])=[C:34]([O:38][CH3:39])[CH:33]=[C:32]([CH3:40])[C:19]=1[C:20]([C:22]1[C:23]([O:30][CH3:31])=[N:24][CH:25]=[C:26]([Cl:29])[C:27]=1Cl)=[O:21].O, predict the reaction product. The product is: [CH3:16][O:17][C:18]1[C:35]([O:36][CH3:37])=[C:34]([O:38][CH3:39])[CH:33]=[C:32]([CH3:40])[C:19]=1[C:20]([C:22]1[C:23]([O:30][CH3:31])=[N:24][CH:25]=[C:26]([Cl:29])[C:27]=1[CH3:1])=[O:21].